Task: Predict the product of the given reaction.. Dataset: Forward reaction prediction with 1.9M reactions from USPTO patents (1976-2016) (1) Given the reactants [NH:1]1[C:5]([C:6]2[CH:7]=[C:8]([NH2:12])[CH:9]=[CH:10][CH:11]=2)=[N:4][N:3]=[N:2]1.[CH3:13][C:14]1[C:18]2[CH:19]=[C:20]([CH3:23])[CH:21]=[CH:22][C:17]=2[S:16][C:15]=1[S:24](Cl)(=[O:26])=[O:25], predict the reaction product. The product is: [CH3:13][C:14]1[C:18]2[CH:19]=[C:20]([CH3:23])[CH:21]=[CH:22][C:17]=2[S:16][C:15]=1[S:24]([NH:12][C:8]1[CH:9]=[CH:10][CH:11]=[C:6]([C:5]2[NH:1][N:2]=[N:3][N:4]=2)[CH:7]=1)(=[O:25])=[O:26]. (2) Given the reactants [C:1]([NH:5][C:6]1[N:11]=[C:10]([S:12][CH3:13])[C:9]([C:14]#[N:15])=[CH:8][N:7]=1)([CH3:4])([CH3:3])[CH3:2].[OH-:16].[Na+].OO.O, predict the reaction product. The product is: [C:1]([NH:5][C:6]1[N:11]=[C:10]([S:12][CH3:13])[C:9]([C:14]([NH2:15])=[O:16])=[CH:8][N:7]=1)([CH3:4])([CH3:2])[CH3:3]. (3) The product is: [CH3:22][O:21][C:18]1[CH:17]=[CH:16][C:15]([O:14][C:12]2[CH2:13][N:9]([C@@H:4]([CH2:5][CH:6]([CH3:7])[CH3:8])[C:3]([OH:24])=[O:2])[C:10](=[O:23])[CH:11]=2)=[CH:20][CH:19]=1. Given the reactants C[O:2][C:3](=[O:24])[C@@H:4]([N:9]1[CH2:13][C:12]([O:14][C:15]2[CH:20]=[CH:19][C:18]([O:21][CH3:22])=[CH:17][CH:16]=2)=[CH:11][C:10]1=[O:23])[CH2:5][CH:6]([CH3:8])[CH3:7].O.[OH-].[Li+].Cl, predict the reaction product.